From a dataset of Catalyst prediction with 721,799 reactions and 888 catalyst types from USPTO. Predict which catalyst facilitates the given reaction. (1) Reactant: [CH3:1][O:2][CH2:3][CH2:4][O:5][CH2:6][C:7]([N:9]1[CH2:18][CH2:17][C:16]2[C:11](=[CH:12][CH:13]=[C:14]([C:19]([NH:21][O:22]C3CCCCO3)=[O:20])[CH:15]=2)[CH2:10]1)=[O:8].Cl. Product: [OH:22][NH:21][C:19]([C:14]1[CH:15]=[C:16]2[C:11](=[CH:12][CH:13]=1)[CH2:10][N:9]([C:7](=[O:8])[CH2:6][O:5][CH2:4][CH2:3][O:2][CH3:1])[CH2:18][CH2:17]2)=[O:20]. The catalyst class is: 5. (2) Reactant: [C:1]([C:3]1[CH:4]=[C:5]([C:10]2[CH:24]=[C:23]([CH:25]=O)[CH:22]=[CH:21][C:11]=2[O:12][CH2:13][C:14]([O:16][C:17]([CH3:20])([CH3:19])[CH3:18])=[O:15])[CH:6]=[C:7]([F:9])[CH:8]=1)#[N:2].[CH3:27][NH2:28].[BH4-].[Na+].O. Product: [C:1]([C:3]1[CH:4]=[C:5]([C:10]2[CH:24]=[C:23]([CH2:25][NH:28][CH3:27])[CH:22]=[CH:21][C:11]=2[O:12][CH2:13][C:14]([O:16][C:17]([CH3:20])([CH3:19])[CH3:18])=[O:15])[CH:6]=[C:7]([F:9])[CH:8]=1)#[N:2]. The catalyst class is: 36. (3) Reactant: C[O:2][C:3]1[CH:17]=[CH:16][C:6]2[C:7]3[CH:13]=[C:12]([C:14]#[N:15])[CH:11]=[CH:10][C:8]=3[O:9][C:5]=2[CH:4]=1.Cl.N1C=CC=CC=1.[OH-].[Na+]. Product: [OH:2][C:3]1[CH:17]=[CH:16][C:6]2[C:7]3[CH:13]=[C:12]([C:14]#[N:15])[CH:11]=[CH:10][C:8]=3[O:9][C:5]=2[CH:4]=1. The catalyst class is: 6. (4) Reactant: [Br:1]N1C(=O)CCC1=O.C1(P(C2C=CC=CC=2)C2C=CC=CC=2)C=CC=CC=1.N1C=CC=CC=1.O[CH2:35][CH2:36][C@@H:37]([NH:46][C:47]([O:49][C:50]([CH3:53])([CH3:52])[CH3:51])=[O:48])[C:38]([O:40][CH:41]1[CH2:45][CH2:44][CH2:43][CH2:42]1)=[O:39]. Product: [Br:1][CH2:35][CH2:36][C@@H:37]([NH:46][C:47]([O:49][C:50]([CH3:53])([CH3:52])[CH3:51])=[O:48])[C:38]([O:40][CH:41]1[CH2:45][CH2:44][CH2:43][CH2:42]1)=[O:39]. The catalyst class is: 2. (5) Reactant: [Br:1][C:2]1[CH:7]=[CH:6][C:5]([NH2:8])=[C:4]([NH2:9])[CH:3]=1.Br[CH2:11][C:12](=O)[C:13]([O:15][CH2:16][CH3:17])=[O:14]. Product: [Br:1][C:2]1[CH:3]=[C:4]2[C:5](=[CH:6][CH:7]=1)[N:8]=[C:12]([C:13]([O:15][CH2:16][CH3:17])=[O:14])[CH:11]=[N:9]2. The catalyst class is: 60. (6) Reactant: [H-].[Na+].[F:3][C:4]([S:7][C:8]1[CH:13]=[CH:12][C:11]([C:14]2[N:18]=[C:17]([C:19]3[CH:20]=[CH:21][C:22](=[O:25])[NH:23][CH:24]=3)[O:16][N:15]=2)=[CH:10][CH:9]=1)([F:6])[F:5].[Br:26][C:27]1[CH:28]=[C:29]([CH:32]=[CH:33][CH:34]=1)[CH2:30]Br. Product: [Br:26][C:27]1[CH:28]=[C:29]([CH:32]=[CH:33][CH:34]=1)[CH2:30][N:23]1[CH:24]=[C:19]([C:17]2[O:16][N:15]=[C:14]([C:11]3[CH:10]=[CH:9][C:8]([S:7][C:4]([F:5])([F:3])[F:6])=[CH:13][CH:12]=3)[N:18]=2)[CH:20]=[CH:21][C:22]1=[O:25]. The catalyst class is: 3.